This data is from Peptide-MHC class I binding affinity with 185,985 pairs from IEDB/IMGT. The task is: Regression. Given a peptide amino acid sequence and an MHC pseudo amino acid sequence, predict their binding affinity value. This is MHC class I binding data. The peptide sequence is SLMSRVVYK. The MHC is HLA-A23:01 with pseudo-sequence HLA-A23:01. The binding affinity (normalized) is 0.0847.